From a dataset of Peptide-MHC class II binding affinity with 134,281 pairs from IEDB. Regression. Given a peptide amino acid sequence and an MHC pseudo amino acid sequence, predict their binding affinity value. This is MHC class II binding data. (1) The peptide sequence is NMEVRGGMVAPLYGV. The MHC is DRB5_0101 with pseudo-sequence DRB5_0101. The binding affinity (normalized) is 0.493. (2) The peptide sequence is TANVPPADKYKTLEA. The MHC is HLA-DQA10501-DQB10201 with pseudo-sequence HLA-DQA10501-DQB10201. The binding affinity (normalized) is 0.0697. (3) The peptide sequence is NTNMFTYEIAPVFVLLEYVT. The MHC is DRB1_0401 with pseudo-sequence DRB1_0401. The binding affinity (normalized) is 0.380. (4) The binding affinity (normalized) is 0.498. The peptide sequence is KLNNQFGSVPALTIA. The MHC is H-2-IAb with pseudo-sequence H-2-IAb.